Predict the reactants needed to synthesize the given product. From a dataset of Full USPTO retrosynthesis dataset with 1.9M reactions from patents (1976-2016). (1) Given the product [I:1][C:13]1[S:9][CH:10]=[N:11][C:12]=1[NH:14][C:15](=[O:21])[O:16][C:17]([CH3:18])([CH3:20])[CH3:19], predict the reactants needed to synthesize it. The reactants are: [I:1]N1C(=O)CCC1=O.[S:9]1[CH:13]=[C:12]([NH:14][C:15](=[O:21])[O:16][C:17]([CH3:20])([CH3:19])[CH3:18])[N:11]=[CH:10]1. (2) Given the product [N+:18]([C:21]1[CH:28]=[CH:27][C:24]([CH2:25][N:1]2[C:9]3[C:4](=[CH:5][CH:6]=[CH:7][CH:8]=3)[C:3]([CH2:10][C:11]([O:13][CH2:14][CH3:15])=[O:12])=[N:2]2)=[CH:23][CH:22]=1)([O-:20])=[O:19], predict the reactants needed to synthesize it. The reactants are: [NH:1]1[C:9]2[C:4](=[CH:5][CH:6]=[CH:7][CH:8]=2)[C:3]([CH2:10][C:11]([O:13][CH2:14][CH3:15])=[O:12])=[N:2]1.[H-].[Na+].[N+:18]([C:21]1[CH:28]=[CH:27][C:24]([CH2:25]Br)=[CH:23][CH:22]=1)([O-:20])=[O:19]. (3) Given the product [OH:2][C:3]1[C:11]2[CH:10]=[C:9]([C:12]3[S:13][C:14]([CH3:17])=[N:15][N:16]=3)[O:8][C:7]=2[CH:6]=[CH:5][CH:4]=1, predict the reactants needed to synthesize it. The reactants are: C[O:2][C:3]1[C:11]2[CH:10]=[C:9]([C:12]3[S:13][C:14]([CH3:17])=[N:15][N:16]=3)[O:8][C:7]=2[CH:6]=[CH:5][CH:4]=1.B(Br)(Br)Br. (4) Given the product [C:1]1([C:7]2[C:8]([C:20]3[CH:21]=[CH:22][C:23]([C:26]4([NH2:30])[CH2:29][CH2:28][CH2:27]4)=[CH:24][CH:25]=3)=[N:9][C:10]3[CH2:11][CH2:12][C:13]4[C:14](=[N:17][NH:18][CH:19]=4)[C:15]=3[CH:16]=2)[CH:6]=[CH:5][CH:4]=[CH:3][CH:2]=1, predict the reactants needed to synthesize it. The reactants are: [C:1]1([C:7]2[C:8]([C:20]3[CH:25]=[CH:24][C:23]([C:26]4([NH:30]C(=O)OC(C)(C)C)[CH2:29][CH2:28][CH2:27]4)=[CH:22][CH:21]=3)=[N:9][C:10]3[CH2:11][CH2:12][C:13]4[C:14](=[N:17][NH:18][CH:19]=4)[C:15]=3[CH:16]=2)[CH:6]=[CH:5][CH:4]=[CH:3][CH:2]=1.